Dataset: Forward reaction prediction with 1.9M reactions from USPTO patents (1976-2016). Task: Predict the product of the given reaction. (1) Given the reactants [F:1][C:2]([F:22])([F:21])[C:3]1[CH:4]=[CH:5][C:6]2[O:10][N:9]=[C:8]([NH:11][CH2:12][C:13]([O:15]C(C)(C)C)=[O:14])[C:7]=2[CH:20]=1.FC(F)(F)C(O)=O, predict the reaction product. The product is: [F:22][C:2]([F:1])([F:21])[C:3]1[CH:4]=[CH:5][C:6]2[O:10][N:9]=[C:8]([NH:11][CH2:12][C:13]([OH:15])=[O:14])[C:7]=2[CH:20]=1. (2) Given the reactants [Cl:1][C:2]1[CH:7]=[CH:6][C:5]([S:8]([NH:11][C:12]2[CH:34]=[CH:33][C:15]3[N:16]([C:25]4[CH:30]=[CH:29][C:28]([O:31][CH3:32])=[CH:27][CH:26]=4)[C:17]([C:19]4[CH:24]=[CH:23][CH:22]=[CH:21][CH:20]=4)=[N:18][C:14]=3[CH:13]=2)(=[O:10])=[O:9])=[CH:4][CH:3]=1.[H-].[Na+].[CH3:37][O:38][C:39](=[O:46])[CH2:40][CH2:41][CH2:42][CH2:43][CH2:44]Br.O, predict the reaction product. The product is: [CH3:37][O:38][C:39](=[O:46])[CH2:40][CH2:41][CH2:42][CH2:43][CH2:44][N:11]([S:8]([C:5]1[CH:6]=[CH:7][C:2]([Cl:1])=[CH:3][CH:4]=1)(=[O:10])=[O:9])[C:12]1[CH:34]=[CH:33][C:15]2[N:16]([C:25]3[CH:30]=[CH:29][C:28]([O:31][CH3:32])=[CH:27][CH:26]=3)[C:17]([C:19]3[CH:24]=[CH:23][CH:22]=[CH:21][CH:20]=3)=[N:18][C:14]=2[CH:13]=1.